Dataset: Reaction yield outcomes from USPTO patents with 853,638 reactions. Task: Predict the reaction yield, written as a fraction of the theoretical maximum amount of product (1.0 means a 100% yield; for example, 0.34 means a 34% yield). (1) The reactants are [H-].[Na+].[C:3]([O:11][CH2:12][CH3:13])(=[O:10])[CH2:4][C:5]([O:7][CH2:8][CH3:9])=[O:6].Br[CH2:15][C:16]1[CH:21]=[CH:20][C:19]([C:22]2[C:23]([C:28]#[N:29])=[CH:24][CH:25]=[CH:26][CH:27]=2)=[CH:18][CH:17]=1. The catalyst is O1CCCC1. The product is [C:28]([C:23]1[CH:24]=[CH:25][CH:26]=[CH:27][C:22]=1[C:19]1[CH:18]=[CH:17][C:16]([CH2:15][CH:4]([C:5]([O:7][CH2:8][CH3:9])=[O:6])[C:3]([O:11][CH2:12][CH3:13])=[O:10])=[CH:21][CH:20]=1)#[N:29]. The yield is 0.950. (2) The reactants are [NH2:1]/[C:2](/OCC)=[CH:3]\[C:4](=O)[C:5]([F:8])([F:7])[F:6].Cl.[C:14]1([CH3:22])[CH:19]=[CH:18][C:17]([NH:20][NH2:21])=[CH:16][CH:15]=1.C(N(CC)CC)C. No catalyst specified. The product is [C:14]1([CH3:22])[CH:19]=[CH:18][C:17]([N:20]2[C:2]([NH2:1])=[CH:3][C:4]([C:5]([F:6])([F:7])[F:8])=[N:21]2)=[CH:16][CH:15]=1. The yield is 0.620. (3) The reactants are [Br:1][C:2]1[CH:14]=[CH:13][C:12]([C:15]([NH2:17])=[O:16])=[C:11]2[C:3]=1[C:4]1[CH2:5][CH2:6][CH:7]([CH:18]=O)[CH2:8][C:9]=1[NH:10]2.C([O-])(=O)C.[NH4+:24].C(O[BH-](OC(=O)C)OC(=O)C)(=O)C.[Na+].C1COCC1. The catalyst is C(Cl)Cl. The product is [NH2:24][CH2:18][CH:7]1[CH2:6][CH2:5][C:4]2[C:3]3[C:11](=[C:12]([C:15]([NH2:17])=[O:16])[CH:13]=[CH:14][C:2]=3[Br:1])[NH:10][C:9]=2[CH2:8]1. The yield is 0.130.